Predict the product of the given reaction. From a dataset of Forward reaction prediction with 1.9M reactions from USPTO patents (1976-2016). Given the reactants [CH2:1]([O:8][C:9]([NH:11][C@@H:12]([CH2:15][NH:16][S:17]([C:20]1[CH:25]=[CH:24][C:23]([O:26][C:27]2[CH:32]=[CH:31][CH:30]=[CH:29][CH:28]=2)=[CH:22][CH:21]=1)(=[O:19])=[O:18])[CH2:13]O)=[O:10])[C:2]1[CH:7]=[CH:6][CH:5]=[CH:4][CH:3]=1.C1C=CC(P(C2C=CC=CC=2)C2C=CC=CC=2)=CC=1.[NH:52]=[N+:53]=[N-:54].CCOC(/N=N/C(OCC)=O)=O, predict the reaction product. The product is: [CH2:1]([O:8][C:9]([NH:11][C@@H:12]([CH2:15][NH:16][S:17]([C:20]1[CH:21]=[CH:22][C:23]([O:26][C:27]2[CH:28]=[CH:29][CH:30]=[CH:31][CH:32]=2)=[CH:24][CH:25]=1)(=[O:19])=[O:18])[CH2:13][N:52]=[N+:53]=[N-:54])=[O:10])[C:2]1[CH:7]=[CH:6][CH:5]=[CH:4][CH:3]=1.